From a dataset of Forward reaction prediction with 1.9M reactions from USPTO patents (1976-2016). Predict the product of the given reaction. (1) Given the reactants Br[C:2]1[CH:3]=[C:4]2[C:9](=[CH:10][CH:11]=1)[N:8]([CH3:12])[C:7](=[O:13])[CH2:6][CH2:5]2.[CH3:14][C:15]1([CH3:31])[C:19]([CH3:21])([CH3:20])[O:18][B:17]([B:17]2[O:18][C:19]([CH3:21])([CH3:20])[C:15]([CH3:31])([CH3:14])[O:16]2)[O:16]1.C([O-])(=O)C.[K+].O1CCOCC1, predict the reaction product. The product is: [CH3:12][N:8]1[C:9]2[C:4](=[CH:3][C:2]([B:17]3[O:18][C:19]([CH3:21])([CH3:20])[C:15]([CH3:31])([CH3:14])[O:16]3)=[CH:11][CH:10]=2)[CH2:5][CH2:6][C:7]1=[O:13]. (2) Given the reactants [F:1][CH:2]([F:20])[O:3][C:4]1[CH:5]=[C:6]([C:10]2[C:11]([O:17][CH2:18][CH3:19])=[N:12][CH:13]=[C:14]([CH3:16])[N:15]=2)[CH:7]=[CH:8][CH:9]=1.[Br:21]C1C(OCC)=NC=C(C)N=1.B(O)O.C(=O)([O-])[O-].[Na+].[Na+], predict the reaction product. The product is: [Br:21][CH2:16][C:14]1[N:15]=[C:10]([C:6]2[CH:7]=[CH:8][CH:9]=[C:4]([O:3][CH:2]([F:1])[F:20])[CH:5]=2)[C:11]([O:17][CH2:18][CH3:19])=[N:12][CH:13]=1. (3) Given the reactants [Cl:1][C:2]1[CH:3]=[C:4]([C:8]#[C:9][C:10]2[NH:11][O:12][CH:13]3[NH:17][CH2:16][CH2:15][C:14]=23)[CH:5]=[CH:6][CH:7]=1.[CH2:18](N(CC)CC)[CH3:19].C([CH:27]([CH3:32])[CH2:28][N:29]=[C:30]=[O:31])C.O, predict the reaction product. The product is: [Cl:1][C:2]1[CH:3]=[C:4]([C:8]#[C:9][C:10]2[CH:14]3[CH2:15][CH2:16][N:17]([C:30]([NH:29][CH:28]([CH2:27][CH3:32])[CH2:18][CH3:19])=[O:31])[CH:13]3[O:12][N:11]=2)[CH:5]=[CH:6][CH:7]=1. (4) Given the reactants C(=O)([O-])O.[Na+].[S:6]=[C:7]1[NH:12][C:11]2[NH:13][CH:14]=[CH:15][C:10]=2[C:9](=[O:16])[N:8]1[C:17]1[CH:22]=[CH:21][C:20]([O:23][CH2:24][C:25]([F:28])([F:27])[F:26])=[CH:19][CH:18]=1.Br[CH2:30][CH2:31][O:32][CH2:33][CH2:34][O:35][CH2:36][CH3:37].[I-].[Na+], predict the reaction product. The product is: [CH2:31]([O:32][CH2:33][CH2:34][O:35][CH2:36][CH2:37][S:6][C:7]1[N:8]([C:17]2[CH:18]=[CH:19][C:20]([O:23][CH2:24][C:25]([F:28])([F:27])[F:26])=[CH:21][CH:22]=2)[C:9](=[O:16])[C:10]2[CH:15]=[CH:14][NH:13][C:11]=2[N:12]=1)[CH3:30]. (5) Given the reactants O.[CH3:2][N:3]([C:5]([CH2:8][C:9]([CH3:12])([CH3:11])[CH3:10])([CH3:7])[CH3:6])[CH3:4].[CH3:13][I:14], predict the reaction product. The product is: [I-:14].[CH3:4][N+:3]([C:5]([CH2:8][C:9]([CH3:12])([CH3:11])[CH3:10])([CH3:6])[CH3:7])([CH3:13])[CH3:2]. (6) Given the reactants C1C=C(Cl)C=C(C(OO)=[O:9])C=1.[C@@H:12]1([NH:18][C:19](=[O:24])[C:20]([F:23])([F:22])[F:21])[CH2:17][CH2:16][CH:15]=[CH:14][CH2:13]1, predict the reaction product. The product is: [F:21][C:20]([F:22])([F:23])[C:19]([NH:18][C@@H:12]1[CH2:17][CH2:16][C@H:15]2[C@H:14]([O:9]2)[CH2:13]1)=[O:24].